Dataset: Forward reaction prediction with 1.9M reactions from USPTO patents (1976-2016). Task: Predict the product of the given reaction. (1) Given the reactants [C:1]([O:4][CH2:5][C@H:6]1[CH2:11][O:10][C@@H:9]([C:12]2[CH:17]=[CH:16][N:15]=[CH:14][C:13]=2[NH2:18])[O:8][CH2:7]1)(=[O:3])[CH3:2].[F:19][C:20]1[CH:25]=[CH:24][CH:23]=[C:22]([F:26])[C:21]=1[C:27]1[N:32]=[C:31]([C:33](O)=[O:34])[CH:30]=[CH:29][C:28]=1[F:36].C1C=NC2N(O)N=NC=2C=1.C(Cl)CCl, predict the reaction product. The product is: [C:1]([O:4][CH2:5][C@H:6]1[CH2:7][O:8][C@@H:9]([C:12]2[CH:17]=[CH:16][N:15]=[CH:14][C:13]=2[NH:18][C:33](=[O:34])[C:31]2[CH:30]=[CH:29][C:28]([F:36])=[C:27]([C:21]3[C:20]([F:19])=[CH:25][CH:24]=[CH:23][C:22]=3[F:26])[N:32]=2)[O:10][CH2:11]1)(=[O:3])[CH3:2]. (2) Given the reactants [F:1][C:2]1[CH:10]=[CH:9][C:5]([CH2:6][CH2:7][NH2:8])=[CH:4][CH:3]=1.C(N(C(C)C)CC)(C)C.[F:20][C:21]([F:32])([F:31])[C:22]1[CH:30]=[CH:29][C:25]([C:26](Cl)=[O:27])=[CH:24][CH:23]=1, predict the reaction product. The product is: [F:1][C:2]1[CH:10]=[CH:9][C:5]([CH2:6][CH2:7][NH:8][C:26](=[O:27])[C:25]2[CH:29]=[CH:30][C:22]([C:21]([F:20])([F:31])[F:32])=[CH:23][CH:24]=2)=[CH:4][CH:3]=1. (3) The product is: [Cl:16][CH2:15][C@H:17]([OH:19])[CH2:18][C:2]1[CH:7]=[CH:6][CH:5]=[C:4]([O:8][CH2:9][CH:10]([CH2:13][CH3:14])[CH2:11][CH3:12])[CH:3]=1. Given the reactants Br[C:2]1[CH:7]=[CH:6][CH:5]=[C:4]([O:8][CH2:9][CH:10]([CH2:13][CH3:14])[CH2:11][CH3:12])[CH:3]=1.[CH2:15]([C@H:17]1[O:19][CH2:18]1)[Cl:16], predict the reaction product. (4) Given the reactants [BH4-].[Na+].[Cl:3][C:4]1[CH:12]=[C:11]2[C:7]([C:8]([C:20](=[O:25])[C:21]([F:24])([F:23])[F:22])=[CH:9][N:10]2[C:13]([O:15][C:16]([CH3:19])([CH3:18])[CH3:17])=[O:14])=[CH:6][CH:5]=1, predict the reaction product. The product is: [Cl:3][C:4]1[CH:12]=[C:11]2[C:7]([C:8]([CH:20]([OH:25])[C:21]([F:22])([F:23])[F:24])=[CH:9][N:10]2[C:13]([O:15][C:16]([CH3:19])([CH3:18])[CH3:17])=[O:14])=[CH:6][CH:5]=1. (5) Given the reactants [Cl:1][C:2]1[N:3]=[N:4][C:5](Cl)=[CH:6][C:7]=1[CH3:8].[C@H:10]12[CH2:16][C@H:13]([NH:14][CH2:15]1)[CH2:12][N:11]2[C:17]([O:19][C:20]([CH3:23])([CH3:22])[CH3:21])=[O:18], predict the reaction product. The product is: [Cl:1][C:2]1[N:3]=[N:4][C:5]([N:14]2[CH2:15][C@@H:10]3[CH2:16][C@H:13]2[CH2:12][N:11]3[C:17]([O:19][C:20]([CH3:23])([CH3:22])[CH3:21])=[O:18])=[CH:6][C:7]=1[CH3:8]. (6) Given the reactants [F:1][C:2]1[CH:7]=[CH:6][C:5]([CH2:8][C:9]([OH:11])=O)=[CH:4][CH:3]=1.[NH2:12][C:13]1[O:14][C:15]2[CH:21]=[CH:20][CH:19]=[CH:18][C:16]=2[N:17]=1.CCN=C=NCCCN(C)C.Cl, predict the reaction product. The product is: [O:14]1[C:15]2[CH:21]=[CH:20][CH:19]=[CH:18][C:16]=2[N:17]=[C:13]1[NH:12][C:9](=[O:11])[CH2:8][C:5]1[CH:4]=[CH:3][C:2]([F:1])=[CH:7][CH:6]=1. (7) Given the reactants Br.[CH2:2]([N:4]([CH2:7][CH2:8]Br)[CH2:5][CH3:6])[CH3:3].C(=O)(O)[O-].[Na+].[Na][Na].[CH3:17][C:18]1([CH3:33])[S:22][CH:21]2[CH:23]([C:27]([OH:29])=[O:28])[NH:24][C:25](=[O:26])[N:20]2[CH:19]1[C:30]([OH:32])=[O:31], predict the reaction product. The product is: [CH3:17][C:18]1([CH3:33])[S:22][C@@H:21]2[C@@H:23]([C:27]([O:29][CH2:8][CH2:7][N:4]([CH2:2][CH3:3])[CH2:5][CH3:6])=[O:28])[NH:24][C:25](=[O:26])[N:20]2[C@H:19]1[C:30]([O:32][CH2:3][CH2:2][N:4]([CH2:7][CH3:8])[CH2:5][CH3:6])=[O:31]. (8) Given the reactants Cl[C:2]1[CH:11]=[CH:10][N:9]=[C:8]2[C:3]=1[CH:4]=[CH:5][C:6]([C:12]([F:15])([F:14])[F:13])=[N:7]2.CC1(C)COB([C:23]2[CH:24]=[CH:25][C:26]([F:36])=[C:27]([CH:35]=2)[CH2:28][N:29]2[CH2:34][CH2:33][O:32][CH2:31][CH2:30]2)OC1, predict the reaction product. The product is: [F:36][C:26]1[CH:25]=[CH:24][C:23]([C:2]2[CH:11]=[CH:10][N:9]=[C:8]3[C:3]=2[CH:4]=[CH:5][C:6]([C:12]([F:15])([F:14])[F:13])=[N:7]3)=[CH:35][C:27]=1[CH2:28][N:29]1[CH2:30][CH2:31][O:32][CH2:33][CH2:34]1. (9) Given the reactants N1[CH:5]=[CH:4][CH:3]=N1.[CH3:6][N:7]([CH3:31])[C:8]([C@H:10]([NH:12][C:13]([C:15]1[C:19](Br)=[C:18]([NH:21][C:22](=[O:30])[C:23]2[CH:28]=[CH:27][CH:26]=[CH:25][C:24]=2[Cl:29])[NH:17][N:16]=1)=[O:14])[CH3:11])=[O:9], predict the reaction product. The product is: [N:7]1([C:8]([C@H:10]([NH:12][C:13]([C:15]2[CH:19]=[C:18]([NH:21][C:22](=[O:30])[C:23]3[CH:28]=[CH:27][CH:26]=[CH:25][C:24]=3[Cl:29])[NH:17][N:16]=2)=[O:14])[CH3:11])=[O:9])[CH2:31][CH2:5][CH2:4][CH2:3][CH2:6]1. (10) Given the reactants [Mg].Br[C:3]1[CH:8]=[CH:7][C:6]([C:9]([F:12])([F:11])[F:10])=[CH:5][CH:4]=1.[N:13]1[CH:18]=[CH:17][C:16]([CH:19]=[O:20])=[CH:15][CH:14]=1.[Cl-].[NH4+], predict the reaction product. The product is: [N:13]1[CH:18]=[CH:17][C:16]([CH:19]([C:3]2[CH:8]=[CH:7][C:6]([C:9]([F:12])([F:11])[F:10])=[CH:5][CH:4]=2)[OH:20])=[CH:15][CH:14]=1.